This data is from Reaction yield outcomes from USPTO patents with 853,638 reactions. The task is: Predict the reaction yield, written as a fraction of the theoretical maximum amount of product (1.0 means a 100% yield; for example, 0.34 means a 34% yield). The reactants are [F:1][C:2]1[CH:3]=[C:4]([CH:23]=[C:24]([F:26])[CH:25]=1)[C:5]([C:7]1[CH:8]=[C:9]2[C:13](=[CH:14][CH:15]=1)[NH:12][N:11]=[C:10]2[NH:16][C:17](=[O:22])[C:18]([F:21])([F:20])[F:19])=[O:6].Cl[C:28]([C:41]1[CH:46]=[CH:45][CH:44]=[CH:43][CH:42]=1)([C:35]1[CH:40]=[CH:39][CH:38]=[CH:37][CH:36]=1)[C:29]1[CH:34]=[CH:33][CH:32]=[CH:31][CH:30]=1.C(N(CC)CC)C. The catalyst is ClCCl. The product is [F:1][C:2]1[CH:3]=[C:4]([CH:23]=[C:24]([F:26])[CH:25]=1)[C:5]([C:7]1[CH:8]=[C:9]2[C:13](=[CH:14][CH:15]=1)[N:12]([C:28]([C:29]1[CH:34]=[CH:33][CH:32]=[CH:31][CH:30]=1)([C:41]1[CH:42]=[CH:43][CH:44]=[CH:45][CH:46]=1)[C:35]1[CH:36]=[CH:37][CH:38]=[CH:39][CH:40]=1)[N:11]=[C:10]2[NH:16][C:17](=[O:22])[C:18]([F:20])([F:21])[F:19])=[O:6]. The yield is 0.860.